Predict the product of the given reaction. From a dataset of Forward reaction prediction with 1.9M reactions from USPTO patents (1976-2016). (1) Given the reactants [Cl:1][C:2]1[N:3]=[N:4][C:5](Cl)=[CH:6][C:7]=1[CH3:8].[NH:10]1[CH2:15][CH2:14][O:13][CH2:12][CH2:11]1, predict the reaction product. The product is: [Cl:1][C:2]1[N:3]=[N:4][C:5]([N:10]2[CH2:15][CH2:14][O:13][CH2:12][CH2:11]2)=[CH:6][C:7]=1[CH3:8]. (2) Given the reactants [CH3:1][C:2]1[N:3]=[CH:4][S:5][C:6]=1[C:7]1[NH:8][C:9]([CH3:18])=[C:10]([C:12]2[CH:17]=[CH:16][CH:15]=[CH:14][CH:13]=2)[N:11]=1.Br[CH2:20][C:21]1[C:30]2[C:25](=[C:26]([F:32])[C:27]([F:31])=[CH:28][CH:29]=2)[NH:24][C:23](=[O:33])[CH:22]=1, predict the reaction product. The product is: [F:31][C:27]1[C:26]([F:32])=[C:25]2[C:30]([C:21]([CH2:20][N:8]3[C:9]([CH3:18])=[C:10]([C:12]4[CH:13]=[CH:14][CH:15]=[CH:16][CH:17]=4)[N:11]=[C:7]3[C:6]3[S:5][CH:4]=[N:3][C:2]=3[CH3:1])=[CH:22][C:23](=[O:33])[NH:24]2)=[CH:29][CH:28]=1.[F:31][C:27]1[C:26]([F:32])=[C:25]2[C:30]([C:21]([CH2:20][N:11]3[C:10]([C:12]4[CH:13]=[CH:14][CH:15]=[CH:16][CH:17]=4)=[C:9]([CH3:18])[N:8]=[C:7]3[C:6]3[S:5][CH:4]=[N:3][C:2]=3[CH3:1])=[CH:22][C:23](=[O:33])[NH:24]2)=[CH:29][CH:28]=1. (3) The product is: [CH3:34][S:31]([N:30]([S:35]([CH3:38])(=[O:36])=[O:37])[C:26]1[CH:25]=[CH:24][C:23]([NH:1][C:2]2[S:3][C:4]([C:10]3[C:11]([F:21])=[CH:12][C:13]([C:17]([OH:20])([CH3:18])[CH3:19])=[CH:14][C:15]=3[F:16])=[CH:5][C:6]=2[C:7]([NH2:9])=[O:8])=[N:28][C:27]=1[CH3:29])(=[O:32])=[O:33]. Given the reactants [NH2:1][C:2]1[S:3][C:4]([C:10]2[C:15]([F:16])=[CH:14][C:13]([C:17]([OH:20])([CH3:19])[CH3:18])=[CH:12][C:11]=2[F:21])=[CH:5][C:6]=1[C:7]([NH2:9])=[O:8].Cl[C:23]1[N:28]=[C:27]([CH3:29])[C:26]([N:30]([S:35]([CH3:38])(=[O:37])=[O:36])[S:31]([CH3:34])(=[O:33])=[O:32])=[CH:25][CH:24]=1, predict the reaction product. (4) Given the reactants [NH2:1][C:2]1[CH:10]=[CH:9][CH:8]=[C:7]([Cl:11])[C:3]=1[C:4]([OH:6])=O.O=S(Cl)Cl.[Cl:16][C:17]1[CH:23]=[CH:22][CH:21]=[CH:20][C:18]=1[NH2:19].C(Cl)(Cl)Cl, predict the reaction product. The product is: [NH2:1][C:2]1[CH:10]=[CH:9][CH:8]=[C:7]([Cl:11])[C:3]=1[C:4]([NH:19][C:18]1[CH:20]=[CH:21][CH:22]=[CH:23][C:17]=1[Cl:16])=[O:6]. (5) Given the reactants [F:1][C:2]1[CH:3]=[C:4]([NH:14][CH2:15][C:16]([O:18][CH3:19])=[O:17])[CH:5]=[CH:6][C:7]=1[N:8]1[CH2:13][CH2:12][O:11][CH2:10][CH2:9]1.[CH3:20]OC(OC)C=O, predict the reaction product. The product is: [CH3:19][O:18][CH:16]([O:17][CH3:20])[CH2:15][NH:14][C:4]1[CH:5]=[CH:6][C:7]([N:8]2[CH2:9][CH2:10][O:11][CH2:12][CH2:13]2)=[C:2]([F:1])[CH:3]=1.